From a dataset of Full USPTO retrosynthesis dataset with 1.9M reactions from patents (1976-2016). Predict the reactants needed to synthesize the given product. (1) Given the product [CH3:36][S:37][CH2:38][CH2:39][NH:40][C:27]([C:21]1[C:22]2[N:23]([CH:24]=[CH:25][N:26]=2)[C:18]([C:15]2[CH2:14][C:13]([C:5]3[CH:6]=[C:7]([C:9]([F:10])([F:11])[F:12])[CH:8]=[C:3]([C:2]([F:35])([F:1])[F:34])[CH:4]=3)([C:30]([F:32])([F:33])[F:31])[O:17][N:16]=2)=[CH:19][CH:20]=1)=[O:28], predict the reactants needed to synthesize it. The reactants are: [F:1][C:2]([F:35])([F:34])[C:3]1[CH:4]=[C:5]([C:13]2([C:30]([F:33])([F:32])[F:31])[O:17][N:16]=[C:15]([C:18]3[N:23]4[CH:24]=[CH:25][N:26]=[C:22]4[C:21]([C:27](O)=[O:28])=[CH:20][CH:19]=3)[CH2:14]2)[CH:6]=[C:7]([C:9]([F:12])([F:11])[F:10])[CH:8]=1.[CH3:36][S:37][CH2:38][CH2:39][NH2:40]. (2) Given the product [C:25]([O:24][C:22]([C:18]1[C:17]([CH3:29])=[C:16]2[C:21](=[CH:20][CH:19]=1)[CH:13]([NH:12][CH2:11][C:9]1[N:8]3[N:30]=[CH:31][CH:32]=[C:7]3[N:6]=[C:5]([C:3](=[O:4])[NH:38][CH2:37][C:36]3[CH:39]=[CH:40][C:41]([F:42])=[C:34]([F:33])[CH:35]=3)[CH:10]=1)[CH2:14][CH2:15]2)=[O:23])([CH3:27])([CH3:28])[CH3:26], predict the reactants needed to synthesize it. The reactants are: CO[C:3]([C:5]1[CH:10]=[C:9]([CH2:11][NH:12][CH:13]2[C:21]3[C:16](=[C:17]([CH3:29])[C:18]([C:22]([O:24][C:25]([CH3:28])([CH3:27])[CH3:26])=[O:23])=[CH:19][CH:20]=3)[CH2:15][CH2:14]2)[N:8]2[N:30]=[CH:31][CH:32]=[C:7]2[N:6]=1)=[O:4].[F:33][C:34]1[CH:35]=[C:36]([CH:39]=[CH:40][C:41]=1[F:42])[CH2:37][NH2:38]. (3) Given the product [CH2:35]([N:3]([CH2:1][CH3:2])[C:4]([C:6]1[CH:7]=[CH:8][C:9]2[C:10](=[C:21]3[CH2:27][CH:26]4[NH:28][CH:23]([CH2:24][CH2:25]4)[CH2:22]3)[C:11]3[C:16]([O:17][C:18]=2[CH:19]=1)=[CH:15][CH:14]=[C:13]([F:20])[CH:12]=3)=[O:5])[CH3:36].[C:29]([OH:34])([C:30]([F:33])([F:32])[F:31])=[O:41], predict the reactants needed to synthesize it. The reactants are: [CH2:1]([N:3]([CH2:35][CH3:36])[C:4]([C:6]1[CH:7]=[CH:8][C:9]2[C:10](=[C:21]3[CH2:27][CH:26]4[N:28]([C:29](=[O:34])[C:30]([F:33])([F:32])[F:31])[CH:23]([CH2:24][CH2:25]4)[CH2:22]3)[C:11]3[C:16]([O:17][C:18]=2[CH:19]=1)=[CH:15][CH:14]=[C:13]([F:20])[CH:12]=3)=[O:5])[CH3:2].C(N(CC)C(C1C=CC2C(=C3CC4N(C(=O)C(F)(F)F)C(CC4)C3)C3C(OC=2C=1)=C(OC)C=CC=3)=[O:41])C.C(N(CC)C(C1C=CC2C(=C3CC4NC(CC4)C3)C3C(OC=2C=1)=C(Br)C=CC=3)=O)C. (4) Given the product [N:29]1[CH:34]=[CH:33][C:32]([C:2]2[O:6][C:5]([CH2:7][N:8]3[C:16]4[C:11](=[CH:12][CH:13]=[CH:14][CH:15]=4)[C:10]4([CH2:20][O:19][C:18]5[CH:21]=[C:22]6[C:26](=[CH:27][C:17]4=5)[CH2:25][CH2:24][O:23]6)[C:9]3=[O:28])=[CH:4][CH:3]=2)=[CH:31][CH:30]=1, predict the reactants needed to synthesize it. The reactants are: Br[C:2]1[O:6][C:5]([CH2:7][N:8]2[C:16]3[C:11](=[CH:12][CH:13]=[CH:14][CH:15]=3)[C:10]3([CH2:20][O:19][C:18]4[CH:21]=[C:22]5[C:26](=[CH:27][C:17]3=4)[CH2:25][CH2:24][O:23]5)[C:9]2=[O:28])=[CH:4][CH:3]=1.[N:29]1[CH:34]=[CH:33][C:32](B(O)O)=[CH:31][CH:30]=1.C(=O)([O-])[O-].[Na+].[Na+]. (5) The reactants are: [ClH:1].[CH:2]1([NH:7][C:8](=[O:17])[O:9][CH2:10][CH:11]2[CH2:16][CH2:15][NH:14][CH2:13][CH2:12]2)[CH2:6][CH2:5][CH2:4][CH2:3]1.CCN(C(C)C)C(C)C.Br[CH2:28][CH2:29][O:30][CH3:31].C([O-])([O-])=O.[Na+].[Na+].Cl. Given the product [ClH:1].[CH:2]1([NH:7][C:8](=[O:17])[O:9][CH2:10][CH:11]2[CH2:12][CH2:13][N:14]([CH2:28][CH2:29][O:30][CH3:31])[CH2:15][CH2:16]2)[CH2:3][CH2:4][CH2:5][CH2:6]1, predict the reactants needed to synthesize it. (6) Given the product [C:32]([CH:34]1[CH2:37][N:36]([C:1]([C:4]2[N:5]=[CH:6][S:7][C:8]=2/[CH:9]=[CH:10]\[S:11][C:12]([C:13]2[CH:18]=[CH:17][CH:16]=[CH:15][CH:14]=2)([C:25]2[CH:26]=[CH:27][CH:28]=[CH:29][CH:30]=2)[C:19]2[CH:20]=[CH:21][CH:22]=[CH:23][CH:24]=2)=[O:2])[CH2:35]1)#[N:33], predict the reactants needed to synthesize it. The reactants are: [C:1]([C:4]1[N:5]=[CH:6][S:7][C:8]=1/[CH:9]=[CH:10]\[S:11][C:12]([C:25]1[CH:30]=[CH:29][CH:28]=[CH:27][CH:26]=1)([C:19]1[CH:24]=[CH:23][CH:22]=[CH:21][CH:20]=1)[C:13]1[CH:18]=[CH:17][CH:16]=[CH:15][CH:14]=1)(O)=[O:2].Cl.[C:32]([CH:34]1[CH2:37][NH:36][CH2:35]1)#[N:33]. (7) Given the product [Si:21]([O:38][CH2:39][C:40]1[C:41]([O:50][CH2:51][CH:52]2[CH2:53][CH2:54]2)=[CH:42][C:43]2[O:47][N:46]=[C:45]([CH2:48][CH2:56][CH:57]3[CH2:62][CH2:61][N:60]([C:63]([O:65][C:66]([CH3:67])([CH3:69])[CH3:68])=[O:64])[CH2:59][CH2:58]3)[C:44]=2[CH:49]=1)([C:34]([CH3:35])([CH3:36])[CH3:37])([C:22]1[CH:27]=[CH:26][CH:25]=[CH:24][CH:23]=1)[C:28]1[CH:33]=[CH:32][CH:31]=[CH:30][CH:29]=1, predict the reactants needed to synthesize it. The reactants are: C([Li])CCC.C(NC(C)C)(C)C.C([N-]C(C)C)(C)C.[Li+].[Si:21]([O:38][CH2:39][C:40]1[C:41]([O:50][CH2:51][CH:52]2[CH2:54][CH2:53]2)=[CH:42][C:43]2[O:47][N:46]=[C:45]([CH3:48])[C:44]=2[CH:49]=1)([C:34]([CH3:37])([CH3:36])[CH3:35])([C:28]1[CH:33]=[CH:32][CH:31]=[CH:30][CH:29]=1)[C:22]1[CH:27]=[CH:26][CH:25]=[CH:24][CH:23]=1.I[CH2:56][CH:57]1[CH2:62][CH2:61][N:60]([C:63]([O:65][C:66]([CH3:69])([CH3:68])[CH3:67])=[O:64])[CH2:59][CH2:58]1.[Cl-].[NH4+].